This data is from Reaction yield outcomes from USPTO patents with 853,638 reactions. The task is: Predict the reaction yield, written as a fraction of the theoretical maximum amount of product (1.0 means a 100% yield; for example, 0.34 means a 34% yield). (1) The reactants are [CH2:1]1[C:5]2[C:6]3[CH2:12][CH2:11][CH2:10][CH2:9][C:7]=3[S:8][C:4]=2[C:3](=[N:13]O)[CH2:2]1.[OH2:15]. No catalyst specified. The product is [C:3]1(=[O:15])[C:4]2[S:8][C:7]3[CH2:9][CH2:10][CH2:11][CH2:12][C:6]=3[C:5]=2[CH2:1][CH2:2][NH:13]1. The yield is 0.750. (2) The reactants are Br[C:2]1[C:3](=[O:10])[N:4]([CH3:9])[CH:5]=[C:6]([Br:8])[N:7]=1.[NH:11]1[CH2:16][CH2:15][CH2:14][C@H:13]([NH:17][C:18](=[O:24])[O:19][C:20]([CH3:23])([CH3:22])[CH3:21])[CH2:12]1.C(=O)([O-])[O-].[Cs+].[Cs+].CC1(C)C2C(=C(P(C3C=CC=CC=3)C3C=CC=CC=3)C=CC=2)OC2C(P(C3C=CC=CC=3)C3C=CC=CC=3)=CC=CC1=2. The catalyst is O1CCOCC1.C1C=CC(/C=C/C(/C=C/C2C=CC=CC=2)=O)=CC=1.C1C=CC(/C=C/C(/C=C/C2C=CC=CC=2)=O)=CC=1.C1C=CC(/C=C/C(/C=C/C2C=CC=CC=2)=O)=CC=1.[Pd].[Pd]. The product is [Br:8][C:6]1[N:7]=[C:2]([N:11]2[CH2:16][CH2:15][CH2:14][C@H:13]([NH:17][C:18](=[O:24])[O:19][C:20]([CH3:22])([CH3:21])[CH3:23])[CH2:12]2)[C:3](=[O:10])[N:4]([CH3:9])[CH:5]=1. The yield is 0.580. (3) The reactants are [I:1]I.[NH2:3][C:4]1[CH:13]=[CH:12][C:7]([C:8]([O:10][CH3:11])=[O:9])=[CH:6][N:5]=1.CO.C(Cl)(Cl)Cl. The catalyst is C(O)C.S([O-])([O-])(=O)=O.[Ag+2]. The product is [NH2:3][C:4]1[C:13]([I:1])=[CH:12][C:7]([C:8]([O:10][CH3:11])=[O:9])=[CH:6][N:5]=1. The yield is 0.620. (4) The reactants are [OH:1][C:2]1[CH:12]=[CH:11][C:5]2[N:6]=[C:7]([C:9]#[N:10])[S:8][C:4]=2[CH:3]=1.[Cl:13][C:14]1[CH:19]=[CH:18][C:17]([S:20][CH2:21]Cl)=[CH:16][CH:15]=1.C(=O)([O-])[O-].[K+].[K+].[I-].[Na+]. The catalyst is CC(C)=O. The product is [C:9]([C:7]1[S:8][C:4]2[CH:3]=[C:2]([O:1][CH2:21][S:20][C:17]3[CH:18]=[CH:19][C:14]([Cl:13])=[CH:15][CH:16]=3)[CH:12]=[CH:11][C:5]=2[N:6]=1)#[N:10]. The yield is 0.370.